Regression. Given a peptide amino acid sequence and an MHC pseudo amino acid sequence, predict their binding affinity value. This is MHC class I binding data. From a dataset of Peptide-MHC class I binding affinity with 185,985 pairs from IEDB/IMGT. (1) The peptide sequence is DHLKEKSSL. The MHC is HLA-A02:03 with pseudo-sequence HLA-A02:03. The binding affinity (normalized) is 0.0847. (2) The peptide sequence is RILFRKPSL. The MHC is HLA-B08:01 with pseudo-sequence HLA-B08:01. The binding affinity (normalized) is 0.679. (3) The peptide sequence is IELPEKDSW. The MHC is HLA-B35:01 with pseudo-sequence HLA-B35:01. The binding affinity (normalized) is 0. (4) The peptide sequence is KLYLVDYGL. The MHC is HLA-A24:02 with pseudo-sequence HLA-A24:02. The binding affinity (normalized) is 0.103. (5) The peptide sequence is VEITPYKPTW. The MHC is HLA-A03:01 with pseudo-sequence HLA-A03:01. The binding affinity (normalized) is 0.